This data is from Peptide-MHC class I binding affinity with 185,985 pairs from IEDB/IMGT. The task is: Regression. Given a peptide amino acid sequence and an MHC pseudo amino acid sequence, predict their binding affinity value. This is MHC class I binding data. The binding affinity (normalized) is 0.771. The MHC is HLA-A29:02 with pseudo-sequence HLA-A29:02. The peptide sequence is ATSRTLSYY.